From a dataset of Catalyst prediction with 721,799 reactions and 888 catalyst types from USPTO. Predict which catalyst facilitates the given reaction. (1) Reactant: [CH3:1][O:2][C:3]1[CH:25]=[CH:24][C:6]([CH2:7][NH:8][C:9]2[N:14]=[C:13]([O:15][C:16]3[CH:21]=[CH:20][C:19]([NH2:22])=[CH:18][C:17]=3[F:23])[CH:12]=[CH:11][N:10]=2)=[CH:5][CH:4]=1.[F:26][C:27]1[CH:32]=[CH:31][C:30]([CH2:33][C:34]([N:36]=[C:37]=[O:38])=[O:35])=[CH:29][CH:28]=1.COC1C=CC(CNC2N=CN=C(OC3C=CC(NC(NC(=O)CC4C=CC(F)=CC=4)=O)=CC=3F)C=2)=CC=1. Product: [CH3:1][O:2][C:3]1[CH:4]=[CH:5][C:6]([CH2:7][NH:8][C:9]2[N:14]=[C:13]([O:15][C:16]3[CH:21]=[CH:20][C:19]([NH:22][C:37]([NH:36][C:34](=[O:35])[CH2:33][C:30]4[CH:31]=[CH:32][C:27]([F:26])=[CH:28][CH:29]=4)=[O:38])=[CH:18][C:17]=3[F:23])[CH:12]=[CH:11][N:10]=2)=[CH:24][CH:25]=1. The catalyst class is: 1. (2) Reactant: [NH2:1][C:2]1[CH:3]=[C:4]([N:9]([CH3:25])[C:10]2[N:15]=[C:14]3[S:16][C:17]([NH:19][C:20]([CH:22]4[CH2:24][CH2:23]4)=[O:21])=[N:18][C:13]3=[CH:12][CH:11]=2)[CH:5]=[CH:6][C:7]=1[F:8].[Cl:26][C:27]1[CH:32]=[C:31]([C:33]([F:36])([F:35])[F:34])[CH:30]=[CH:29][C:28]=1[N:37]=[C:38]=[O:39]. Product: [Cl:26][C:27]1[CH:32]=[C:31]([C:33]([F:36])([F:35])[F:34])[CH:30]=[CH:29][C:28]=1[NH:37][C:38]([NH:1][C:2]1[CH:3]=[C:4]([N:9]([CH3:25])[C:10]2[N:15]=[C:14]3[S:16][C:17]([NH:19][C:20]([CH:22]4[CH2:23][CH2:24]4)=[O:21])=[N:18][C:13]3=[CH:12][CH:11]=2)[CH:5]=[CH:6][C:7]=1[F:8])=[O:39]. The catalyst class is: 42. (3) Reactant: [C:1]([O:5][C:6]([N:8]1[CH2:13][CH2:12][C:11]([C:15]#[N:16])([CH3:14])[CH2:10][CH2:9]1)=[O:7])([CH3:4])([CH3:3])[CH3:2].CS(C)=[O:19].[OH-].[Na+].OO. Product: [C:1]([O:5][C:6]([N:8]1[CH2:13][CH2:12][C:11]([C:15](=[O:19])[NH2:16])([CH3:14])[CH2:10][CH2:9]1)=[O:7])([CH3:4])([CH3:2])[CH3:3]. The catalyst class is: 5. (4) Reactant: C([O:3][C:4](=[O:29])/[CH:5]=[CH:6]/[C:7]1[CH:8]=[N:9][N:10]2[CH:15]=[CH:14][C:13]([N:16]3[CH2:20][CH2:19][CH2:18][CH:17]3[C:21]3[CH:26]=[C:25]([F:27])[CH:24]=[CH:23][C:22]=3[F:28])=[N:12][C:11]=12)C.[Li+].[OH-]. Product: [F:28][C:22]1[CH:23]=[CH:24][C:25]([F:27])=[CH:26][C:21]=1[CH:17]1[CH2:18][CH2:19][CH2:20][N:16]1[C:13]1[CH:14]=[CH:15][N:10]2[N:9]=[CH:8][C:7](/[CH:6]=[CH:5]/[C:4]([OH:29])=[O:3])=[C:11]2[N:12]=1. The catalyst class is: 88. (5) Reactant: [Cl:1][C:2]1[CH:7]=[CH:6][C:5]([OH:8])=[C:4]([I:9])[CH:3]=1.C(=O)([O-])[O-].[K+].[K+].[Cl:16][C:17]1[S:21][C:20]([N:22](CC2C=CC(OC)=CC=2OC)[S:23]([C:26]2[CH:31]=[CH:30][C:29](F)=[C:28]([C:33]#[N:34])[CH:27]=2)(=[O:25])=[O:24])=[N:19][CH:18]=1.[Cl-].[NH4+]. Product: [Cl:1][C:2]1[CH:7]=[CH:6][C:5]([O:8][C:29]2[CH:30]=[CH:31][C:26]([S:23]([NH:22][C:20]3[S:21][C:17]([Cl:16])=[CH:18][N:19]=3)(=[O:24])=[O:25])=[CH:27][C:28]=2[C:33]#[N:34])=[C:4]([I:9])[CH:3]=1. The catalyst class is: 148. (6) Reactant: [CH2:1]([C:3]1[O:7][C:6]([NH:8][C:9](=[O:16])OCC(Cl)(Cl)Cl)=[N:5][N:4]=1)[CH3:2].[C:17]1([C:23]2[N:27]=[C:26]([N:28]3[CH2:33][CH2:32][NH:31][CH2:30][CH2:29]3)[S:25][N:24]=2)[CH:22]=[CH:21][CH:20]=[CH:19][CH:18]=1.C(N(C(C)C)CC)(C)C.O. Product: [CH2:1]([C:3]1[O:7][C:6]([NH:8][C:9]([N:31]2[CH2:32][CH2:33][N:28]([C:26]3[S:25][N:24]=[C:23]([C:17]4[CH:22]=[CH:21][CH:20]=[CH:19][CH:18]=4)[N:27]=3)[CH2:29][CH2:30]2)=[O:16])=[N:5][N:4]=1)[CH3:2]. The catalyst class is: 16. (7) The catalyst class is: 1. Product: [C:16]([O:15][C:13](=[O:14])[NH:1][C@@H:2]([CH3:5])[CH2:3][OH:4])([CH3:19])([CH3:18])[CH3:17]. Reactant: [NH2:1][C@@H:2]([CH3:5])[CH2:3][OH:4].C(N(CC)CC)C.[C:13](O[C:13]([O:15][C:16]([CH3:19])([CH3:18])[CH3:17])=[O:14])([O:15][C:16]([CH3:19])([CH3:18])[CH3:17])=[O:14]. (8) Reactant: [C:1]([O:5][C:6]([N:8]1[CH2:20][CH2:19][CH2:18][C:9]21[C:12](=[O:13])[N:11]([CH2:14][C:15](O)=[O:16])[CH2:10]2)=[O:7])([CH3:4])([CH3:3])[CH3:2].CCN(C(C)C)C(C)C.[NH2:30][C@@H:31]([C@H:35]([OH:37])[CH3:36])[C:32]([NH2:34])=[O:33].CN(C(ON1N=NC2C=CC=NC1=2)=[N+](C)C)C.F[P-](F)(F)(F)(F)F. Product: [NH2:34][C:32](=[O:33])[C@@H:31]([NH:30][C:15](=[O:16])[CH2:14][N:11]1[CH2:10][C:9]2([CH2:18][CH2:19][CH2:20][N:8]2[C:6]([O:5][C:1]([CH3:3])([CH3:2])[CH3:4])=[O:7])[C:12]1=[O:13])[C@H:35]([OH:37])[CH3:36]. The catalyst class is: 3.